Task: Predict the reactants needed to synthesize the given product.. Dataset: Full USPTO retrosynthesis dataset with 1.9M reactions from patents (1976-2016) Given the product [CH:5]1[C:4]2[C:9](=[CH:10][C:11]3[C:16]([C:3]=2[CH2:2][NH:17][CH2:2][C:3]2[C:16]4[C:11]([CH:10]=[C:9]5[C:4]=2[CH:5]=[CH:6][CH:7]=[CH:8]5)=[CH:12][CH:13]=[CH:14][CH:15]=4)=[CH:15][CH:14]=[CH:13][CH:12]=3)[CH:8]=[CH:7][CH:6]=1, predict the reactants needed to synthesize it. The reactants are: Cl[CH2:2][C:3]1[C:4]2[C:9]([CH:10]=[C:11]3[C:16]=1[CH:15]=[CH:14][CH:13]=[CH:12]3)=[CH:8][CH:7]=[CH:6][CH:5]=2.[NH3:17].